The task is: Predict which catalyst facilitates the given reaction.. This data is from Catalyst prediction with 721,799 reactions and 888 catalyst types from USPTO. (1) Reactant: [OH:1][CH2:2][C@H:3]1[CH2:7][CH2:6][CH2:5][N:4]1[CH2:8][CH2:9][C:10]1[NH:11][C:12](=[O:21])[C:13]2[C:18]([CH:19]=1)=[C:17]([CH3:20])[CH:16]=[CH:15][CH:14]=2.C(O)C.[C:25]([OH:34])(=[O:33])[C@@H:26]([C@H:28]([C:30]([OH:32])=[O:31])[OH:29])[OH:27]. Product: [OH2:1].[C:30]([C@@H:28]([C@H:26]([C:25]([OH:34])=[O:33])[OH:27])[OH:29])([OH:32])=[O:31].[OH:1][CH2:2][C@H:3]1[CH2:7][CH2:6][CH2:5][N:4]1[CH2:8][CH2:9][C:10]1[NH:11][C:12](=[O:21])[C:13]2[C:18]([CH:19]=1)=[C:17]([CH3:20])[CH:16]=[CH:15][CH:14]=2. The catalyst class is: 8. (2) Reactant: C([N:8]1[CH2:13][CH2:12][N:11](CC2C=CC=CC=2)[CH2:10][C@@H:9]1[CH2:21][CH2:22][C:23]1[CH:28]=[CH:27][C:26]([O:29][CH3:30])=[CH:25][CH:24]=1)C1C=CC=CC=1.C([O-])=O.[NH4+]. Product: [CH3:30][O:29][C:26]1[CH:25]=[CH:24][C:23]([CH2:22][CH2:21][C@H:9]2[CH2:10][NH:11][CH2:12][CH2:13][NH:8]2)=[CH:28][CH:27]=1. The catalyst class is: 63. (3) The catalyst class is: 2. Product: [CH2:1]([N:5]1[CH:10]=[CH:9][C:8]([N:11]2[CH2:12][CH2:13][CH:14]([C:17]3[CH:18]=[CH:19][CH:20]=[CH:21][CH:22]=3)[CH2:15][CH2:16]2)=[C:7]([Cl:24])[C:6]1=[O:23])[CH2:2][CH2:3][CH3:4]. Reactant: [CH2:1]([N:5]1[CH:10]=[CH:9][C:8]([N:11]2[CH2:16][CH2:15][CH:14]([C:17]3[CH:22]=[CH:21][CH:20]=[CH:19][CH:18]=3)[CH2:13][CH2:12]2)=[CH:7][C:6]1=[O:23])[CH2:2][CH2:3][CH3:4].[Cl:24]N1C(=O)CCC1=O. (4) Reactant: NC1C=CC=C(C)N=1.[CH3:9][C:10]([N+:17]#[C-])([CH3:16])[CH2:11][C:12]([CH3:15])([CH3:14])[CH3:13].Cl(O)(=O)(=O)=O. Product: [CH3:9][C:10]([NH2:17])([CH3:16])[CH2:11][C:12]([CH3:15])([CH3:14])[CH3:13]. The catalyst class is: 2. (5) Reactant: [NH2:1][C:2]1[CH:3]=[C:4]([OH:8])[CH:5]=[CH:6][CH:7]=1.[F:9][C:10]([F:23])([O:14][C:15]1[CH:16]=[C:17]([CH:20]=[CH:21][CH:22]=1)[CH:18]=O)[CH:11]([F:13])[F:12].C(O[BH-](OC(=O)C)OC(=O)C)(=O)C.[Na+].C(O)(=O)C. Product: [F:9][C:10]([F:23])([O:14][C:15]1[CH:16]=[C:17]([CH2:18][NH:1][C:2]2[CH:3]=[C:4]([OH:8])[CH:5]=[CH:6][CH:7]=2)[CH:20]=[CH:21][CH:22]=1)[CH:11]([F:12])[F:13]. The catalyst class is: 26. (6) Reactant: C(O[CH:5]([C:15]1[CH:20]=[CH:19][NH:18][C:17](=[O:21])[CH:16]=1)[C:6]1([C:11]([O:13][CH3:14])=[O:12])[CH2:10][CH2:9][CH2:8][O:7]1)(=O)C. Product: [O:21]=[C:17]1[CH:16]=[C:15]([CH2:5][C:6]2([C:11]([O:13][CH3:14])=[O:12])[CH2:10][CH2:9][CH2:8][O:7]2)[CH:20]=[CH:19][NH:18]1. The catalyst class is: 183.